This data is from Catalyst prediction with 721,799 reactions and 888 catalyst types from USPTO. The task is: Predict which catalyst facilitates the given reaction. (1) Reactant: [Cl:1][C:2]1[CH:3]=[C:4]([C:22]2[CH:27]=[CH:26][C:25]([C:28](O)=[O:29])=[CH:24][CH:23]=2)[CH:5]=[C:6]([Cl:21])[C:7]=1[CH2:8][C@@H:9]1[CH2:13][CH2:12][N:11]([N:14]2[CH2:19][CH2:18][CH2:17][CH2:16][CH2:15]2)[C:10]1=[O:20].C(N1C=CN=C1)(N1C=CN=C1)=O.[OH:43][CH:44]1[CH2:49][CH2:48][NH:47][CH2:46][CH2:45]1.C(N(C(C)C)CC)(C)C. Product: [Cl:1][C:2]1[CH:3]=[C:4]([C:22]2[CH:27]=[CH:26][C:25]([C:28]([N:47]3[CH2:48][CH2:49][CH:44]([OH:43])[CH2:45][CH2:46]3)=[O:29])=[CH:24][CH:23]=2)[CH:5]=[C:6]([Cl:21])[C:7]=1[CH2:8][C@@H:9]1[CH2:13][CH2:12][N:11]([N:14]2[CH2:19][CH2:18][CH2:17][CH2:16][CH2:15]2)[C:10]1=[O:20]. The catalyst class is: 2. (2) Reactant: Cl[C:2]1[C:11]2[C:6](=[CH:7][CH:8]=[CH:9][CH:10]=2)[N:5]=[CH:4][C:3]=1[I:12].[CH3:13][CH:14]1[CH:18]([SH:19])[CH2:17][CH2:16][O:15]1.C(=O)([O-])[O-].[Cs+].[Cs+]. Product: [I:12][C:3]1[CH:4]=[N:5][C:6]2[C:11]([C:2]=1[S:19][CH:18]1[CH2:17][CH2:16][O:15][CH:14]1[CH3:13])=[CH:10][CH:9]=[CH:8][CH:7]=2. The catalyst class is: 523. (3) Reactant: [CH:1]([O:4][C:5]1[CH:6]=[C:7]([CH:10]=[CH:11][C:12]=1[O:13][CH3:14])[CH:8]=O)([CH3:3])[CH3:2].[CH2:15]([O:17][C:18]([CH:20]=P(C1C=CC=CC=1)(C1C=CC=CC=1)C1C=CC=CC=1)=[O:19])[CH3:16]. Product: [CH2:15]([O:17][C:18](=[O:19])/[CH:20]=[CH:8]/[C:7]1[CH:10]=[CH:11][C:12]([O:13][CH3:14])=[C:5]([O:4][CH:1]([CH3:3])[CH3:2])[CH:6]=1)[CH3:16]. The catalyst class is: 11. (4) Reactant: [CH3:1][CH:2]([CH2:5][CH2:6][CH2:7][CH2:8][CH2:9][CH2:10][CH2:11][CH2:12][CH3:13])[CH:3]=[O:4].[CH2:14]([OH:23])[CH2:15][O:16][CH2:17][CH2:18][O:19][CH2:20][CH2:21][OH:22]. Product: [CH3:1][CH:2]([CH2:5][CH2:6][CH2:7][CH2:8][CH2:9][CH2:10][CH2:11][CH2:12][CH3:13])[CH:3]=[O:4].[CH2:14]([OH:23])[CH2:15][O:16][CH2:17][CH2:18][O:19][CH2:20][CH2:21][OH:22]. The catalyst class is: 45. (5) Reactant: [K+].[C:2]([O:6][C:7]([N:9]1[CH2:14][CH2:13][N:12]([C:15]2[CH:20]=[CH:19][C:18]([C:21]3[O:25][C:24]([C:26]4[CH:34]=[CH:33][CH:32]=[C:31]5[C:27]=4[CH:28]=[CH:29][NH:30]5)=[N:23][C:22]=3[C:35]([O-])=[O:36])=[CH:17][CH:16]=2)[CH2:11][CH2:10]1)=[O:8])([CH3:5])([CH3:4])[CH3:3].O.OC1C2N=N[NH:45]C=2C=CC=1.Cl.CN(C)CCCN=C=NCC.N.O1CCOCC1. Product: [C:35]([C:22]1[N:23]=[C:24]([C:26]2[CH:34]=[CH:33][CH:32]=[C:31]3[C:27]=2[CH:28]=[CH:29][NH:30]3)[O:25][C:21]=1[C:18]1[CH:19]=[CH:20][C:15]([N:12]2[CH2:13][CH2:14][N:9]([C:7]([O:6][C:2]([CH3:4])([CH3:5])[CH3:3])=[O:8])[CH2:10][CH2:11]2)=[CH:16][CH:17]=1)(=[O:36])[NH2:45]. The catalyst class is: 59. (6) Reactant: N([O-])=O.[Na+].N[C:6]1[C:11]([C:12]#[N:13])=[CH:10][N:9]=[C:8]([NH:14][C:15]2[CH:20]=[CH:19][CH:18]=[CH:17][CH:16]=2)[N:7]=1.OC1C(C#N)=CN=C(NC2C=CC=CC=2)N=1.P(Cl)(Cl)([Cl:39])=O. Product: [Cl:39][C:6]1[C:11]([C:12]#[N:13])=[CH:10][N:9]=[C:8]([NH:14][C:15]2[CH:20]=[CH:19][CH:18]=[CH:17][CH:16]=2)[N:7]=1. The catalyst class is: 86. (7) Reactant: [F:1][C:2]1[CH:3]=[CH:4][C:5]2[C:6]3[CH2:14][N:13]([CH3:15])[CH2:12][CH2:11][C:7]=3[NH:8][C:9]=2[CH:10]=1.P([O-])([O-])([O-])=O.[K+].[K+].[K+].Br[CH:25]=[C:26]([C:28]1[CH:33]=[CH:32][C:31]([F:34])=[CH:30][CH:29]=1)[CH3:27]. Product: [F:1][C:2]1[CH:3]=[CH:4][C:5]2[C:6]3[CH2:14][N:13]([CH3:15])[CH2:12][CH2:11][C:7]=3[N:8](/[CH:25]=[C:26](/[C:28]3[CH:33]=[CH:32][C:31]([F:34])=[CH:30][CH:29]=3)\[CH3:27])[C:9]=2[CH:10]=1. The catalyst class is: 122. (8) Reactant: [CH3:1][O:2][C:3]1[CH:12]=[CH:11][C:10]([CH:13]=[O:14])=[CH:9][C:4]=1[C:5]([O:7][CH3:8])=O.Cl.[NH2:16][OH:17].C([O-])(=O)C.[Na+]. Product: [CH3:1][O:2][C:3]1[CH:12]=[CH:11][C:10]([CH:13]=[O:14])=[CH:9][C:4]=1[C:5](=[N:16][OH:17])[O:7][CH3:8]. The catalyst class is: 40. (9) Reactant: [Cl:1][C:2]1[CH:7]=[CH:6][C:5]([C:8]2[N:13]([CH3:14])[C:12](=[O:15])[C:11]([O:16]C)=[CH:10][N:9]=2)=[CH:4][C:3]=1[C:18]([F:21])([F:20])[F:19].B(Br)(Br)Br. Product: [Cl:1][C:2]1[CH:7]=[CH:6][C:5]([C:8]2[N:13]([CH3:14])[C:12](=[O:15])[C:11]([OH:16])=[CH:10][N:9]=2)=[CH:4][C:3]=1[C:18]([F:21])([F:19])[F:20]. The catalyst class is: 2.